From a dataset of Catalyst prediction with 721,799 reactions and 888 catalyst types from USPTO. Predict which catalyst facilitates the given reaction. Reactant: [I:1][C:2]1[CH:3]=[C:4]2[C:8](=[CH:9][CH:10]=1)[NH:7][C:6](=[O:11])[C:5]2=O.[CH2:13]([O:19][C:20]1[CH:38]=[CH:37][C:23]([C:24]([NH:26][C:27]2[CH:32]=[CH:31][C:30]([C:33]([NH:35][NH2:36])=[O:34])=[CH:29][CH:28]=2)=[O:25])=[CH:22][CH:21]=1)[CH2:14][CH2:15][CH2:16][CH2:17][CH3:18]. The catalyst class is: 15. Product: [CH2:13]([O:19][C:20]1[CH:38]=[CH:37][C:23]([C:24]([NH:26][C:27]2[CH:28]=[CH:29][C:30]([C:33]([NH:35][N:36]=[C:5]3[C:4]4[C:8](=[CH:9][CH:10]=[C:2]([I:1])[CH:3]=4)[NH:7][C:6]3=[O:11])=[O:34])=[CH:31][CH:32]=2)=[O:25])=[CH:22][CH:21]=1)[CH2:14][CH2:15][CH2:16][CH2:17][CH3:18].